This data is from Forward reaction prediction with 1.9M reactions from USPTO patents (1976-2016). The task is: Predict the product of the given reaction. (1) Given the reactants [OH:1][C:2]1[CH:3]=[C:4]2[C:9](=[CH:10][CH:11]=1)[N:8]=[C:7]([CH2:12][N:13]1[CH2:18][CH2:17][CH:16]([C:19]([O:21][CH2:22][CH3:23])=[O:20])[CH2:15][CH2:14]1)[CH:6]=[CH:5]2.[CH:24]1(O)[CH2:29][CH2:28][CH2:27][CH2:26][CH2:25]1.C1C=CC(P(C2C=CC=CC=2)C2C=CC=CC=2)=CC=1.CC(OC(/N=N/C(OC(C)C)=O)=O)C, predict the reaction product. The product is: [CH:24]1([O:1][C:2]2[CH:3]=[C:4]3[C:9](=[CH:10][CH:11]=2)[N:8]=[C:7]([CH2:12][N:13]2[CH2:18][CH2:17][CH:16]([C:19]([O:21][CH2:22][CH3:23])=[O:20])[CH2:15][CH2:14]2)[CH:6]=[CH:5]3)[CH2:29][CH2:28][CH2:27][CH2:26][CH2:25]1. (2) Given the reactants Br[C:2]1[CH:3]=[CH:4][CH:5]=[C:6]2[C:11]=1[N:10]=[C:9]([C:12]([F:21])([F:20])[C:13]1[CH:18]=[CH:17][C:16]([F:19])=[CH:15][N:14]=1)[N:8]=[C:7]2SC.[CH3:24][S:25]([O-:27])=[O:26].[Na+].CN(C)CCN.CS(C)=[O:37], predict the reaction product. The product is: [F:20][C:12]([F:21])([C:13]1[CH:18]=[CH:17][C:16]([F:19])=[CH:15][N:14]=1)[C:9]1[N:8]=[C:7]([OH:37])[C:6]2[C:11](=[C:2]([S:25]([CH3:24])(=[O:27])=[O:26])[CH:3]=[CH:4][CH:5]=2)[N:10]=1. (3) The product is: [CH2:16]([N:3]1[C:11]2[C:6](=[CH:7][CH:8]=[CH:9][CH:10]=2)[C:5]([C:12]([O:14][CH3:15])=[O:13])=[CH:4]1)[C:17]1[CH:22]=[CH:21][CH:20]=[CH:19][CH:18]=1. Given the reactants [H-].[Na+].[NH:3]1[C:11]2[C:6](=[CH:7][CH:8]=[CH:9][CH:10]=2)[C:5]([C:12]([O:14][CH3:15])=[O:13])=[CH:4]1.[CH2:16](Br)[C:17]1[CH:22]=[CH:21][CH:20]=[CH:19][CH:18]=1.O, predict the reaction product. (4) The product is: [CH:29]1([C:2]2[N:7]=[C:6]([C:8]#[N:9])[CH:5]=[CH:4][C:3]=2[O:10][CH3:11])[CH2:30][CH2:25]1. Given the reactants Br[C:2]1[N:7]=[C:6]([C:8]#[N:9])[CH:5]=[CH:4][C:3]=1[O:10][CH3:11].C1(P([CH:25]2[CH2:30][CH2:29]CCC2)C2CCCCC2)CCCCC1.P([O-])([O-])([O-])=O.[K+].[K+].[K+], predict the reaction product. (5) Given the reactants [H-].[Na+].[C:3]([O:11][CH2:12][CH3:13])(=[O:10])[CH2:4][C:5]([O:7][CH2:8][CH3:9])=[O:6].Br[CH2:15][CH2:16][CH2:17][CH:18]=[CH2:19], predict the reaction product. The product is: [CH2:12]([O:11][C:3](=[O:10])[CH:4]([CH2:19][CH2:18][CH2:17][CH:16]=[CH2:15])[C:5]([O:7][CH2:8][CH3:9])=[O:6])[CH3:13]. (6) Given the reactants [Cl:1]N1C(=O)CCC1=O.[OH:9]/[N:10]=[CH:11]/[C:12]1[CH:17]=[CH:16][C:15]([CH:18]2[CH2:23][N:22]([C:24]([O:26][C:27]([CH3:30])([CH3:29])[CH3:28])=[O:25])[CH2:21][CH2:20][N:19]2[C:31]([O:33][C:34]([CH3:37])([CH3:36])[CH3:35])=[O:32])=[CH:14][CH:13]=1, predict the reaction product. The product is: [Cl:1]/[C:11](/[C:12]1[CH:13]=[CH:14][C:15]([CH:18]2[CH2:23][N:22]([C:24]([O:26][C:27]([CH3:29])([CH3:30])[CH3:28])=[O:25])[CH2:21][CH2:20][N:19]2[C:31]([O:33][C:34]([CH3:37])([CH3:36])[CH3:35])=[O:32])=[CH:16][CH:17]=1)=[N:10]\[OH:9].